Predict the reactants needed to synthesize the given product. From a dataset of Full USPTO retrosynthesis dataset with 1.9M reactions from patents (1976-2016). (1) The reactants are: [CH2:1]([CH:4]([C:10]([O-])=O)[C:5]([O:7][CH2:8][CH3:9])=[O:6])[CH2:2][CH3:3].N1CCCCC1.C=O. Given the product [CH2:1]([C:4](=[CH2:10])[C:5]([O:7][CH2:8][CH3:9])=[O:6])[CH2:2][CH3:3], predict the reactants needed to synthesize it. (2) Given the product [C:20]1([NH:19][C:18]([C@H:10]2[N:9]([C:8](=[O:27])[C@@H:7]([NH2:28])[CH:1]3[CH2:2][CH2:3][CH2:4][CH2:5][CH2:6]3)[C:13]3=[N:14][CH:15]=[CH:16][CH:17]=[C:12]3[CH2:11]2)=[O:26])[CH:21]=[CH:22][CH:23]=[CH:24][CH:25]=1, predict the reactants needed to synthesize it. The reactants are: [CH:1]1([C@H:7]([NH:28]C(=O)OC(C)(C)C)[C:8](=[O:27])[N:9]2[C:13]3=[N:14][CH:15]=[CH:16][CH:17]=[C:12]3[CH2:11][C@H:10]2[C:18](=[O:26])[NH:19][C:20]2[CH:25]=[CH:24][CH:23]=[CH:22][CH:21]=2)[CH2:6][CH2:5][CH2:4][CH2:3][CH2:2]1.C(O)(C(F)(F)F)=O. (3) The reactants are: [C:1]1([S:7](Cl)(=[O:9])=[O:8])[CH:6]=[CH:5][CH:4]=[CH:3][CH:2]=1.[Br:11][C:12]1[CH:13]=[C:14]([NH2:19])[C:15]([Cl:18])=[N:16][CH:17]=1.N1C=CC=CC=1. Given the product [Br:11][C:12]1[CH:13]=[C:14]([NH:19][S:7]([C:1]2[CH:6]=[CH:5][CH:4]=[CH:3][CH:2]=2)(=[O:9])=[O:8])[C:15]([Cl:18])=[N:16][CH:17]=1, predict the reactants needed to synthesize it. (4) The reactants are: [CH2:1]1[C:7]2[CH:8]=[CH:9][C:10]([O:12][C:13]3[CH:21]=[CH:20][C:16]([C:17]([NH2:19])=[O:18])=[CH:15][N:14]=3)=[CH:11][C:6]=2[CH2:5][CH2:4][CH2:3][NH:2]1.C([O-])([O-])=O.[K+].[K+].Br[CH2:29][CH2:30][CH2:31][CH2:32][CH:33]([CH3:35])[CH3:34].C(OCC)(=O)C. Given the product [CH3:34][CH:33]([CH3:35])[CH2:32][CH2:31][CH2:30][CH2:29][N:2]1[CH2:3][CH2:4][CH2:5][C:6]2[CH:11]=[C:10]([O:12][C:13]3[CH:21]=[CH:20][C:16]([C:17]([NH2:19])=[O:18])=[CH:15][N:14]=3)[CH:9]=[CH:8][C:7]=2[CH2:1]1, predict the reactants needed to synthesize it. (5) Given the product [CH3:1][N:2]1[C:10]2[CH:9]=[C:8]3[O:11][CH2:12][CH2:13][O:14][C:7]3=[CH:6][C:5]=2[CH2:4][C:3]1=[O:16], predict the reactants needed to synthesize it. The reactants are: [CH3:1][N:2]1[C:10]2[CH:9]=[C:8]3[O:11][CH2:12][CH2:13][O:14][C:7]3=[CH:6][C:5]=2[C:4](=O)[C:3]1=[O:16].O.NN. (6) Given the product [Cl:1][C:2]1[CH:3]=[C:4]([C:12]2[N:13]=[CH:14][C:15]([C:18]3[C:19]([CH2:32][CH3:33])=[C:20]([CH2:24][CH2:25][CH2:26][C:27]([OH:29])=[O:28])[CH:21]=[CH:22][CH:23]=3)=[CH:16][N:17]=2)[CH:5]=[CH:6][C:7]=1[O:8][CH:9]([CH3:11])[CH3:10], predict the reactants needed to synthesize it. The reactants are: [Cl:1][C:2]1[CH:3]=[C:4]([C:12]2[N:17]=[CH:16][C:15]([C:18]3[C:19]([CH2:32][CH3:33])=[C:20]([CH2:24][CH2:25][CH2:26][C:27]([O:29]CC)=[O:28])[CH:21]=[CH:22][CH:23]=3)=[CH:14][N:13]=2)[CH:5]=[CH:6][C:7]=1[O:8][CH:9]([CH3:11])[CH3:10].[OH-].[Na+]. (7) Given the product [CH3:32][O:33][C:34]1[CH:39]=[CH:38][C:37]([P:24]([C:25]2[CH:30]=[CH:29][CH:28]=[CH:27][CH:26]=2)[C:9]2[C:8]3[C:17]4=[C:16]5[C:5](=[CH:6][CH:7]=3)[CH:4]=[CH:3][CH:2]=[C:15]5[CH:14]=[CH:13][C:12]4=[CH:11][CH:10]=2)=[CH:36][CH:35]=1, predict the reactants needed to synthesize it. The reactants are: [Br-].[CH:2]1[C:15]2[C:16]3=[C:17]4[C:12](=[CH:13][CH:14]=2)[CH:11]=[CH:10][CH:9]=[C:8]4[CH:7]=[CH:6][C:5]3=[CH:4][CH:3]=1.[Li]CCCC.Cl[P:24](Cl)[C:25]1[CH:30]=[CH:29][CH:28]=[CH:27][CH:26]=1.[CH3:32][O:33][C:34]1[CH:39]=[CH:38][C:37]([Mg]Br)=[CH:36][CH:35]=1.[H][H].